Dataset: Reaction yield outcomes from USPTO patents with 853,638 reactions. Task: Predict the reaction yield, written as a fraction of the theoretical maximum amount of product (1.0 means a 100% yield; for example, 0.34 means a 34% yield). (1) The reactants are Br[C:2]1[CH:11]=[C:10]2[C:5]([C:6]([NH:12][C:13]3[CH:17]=[C:16]([CH2:18][C:19]([NH:21][C:22]4[CH:27]=[CH:26][CH:25]=[C:24]([F:28])[CH:23]=4)=[O:20])[NH:15][N:14]=3)=[N:7][CH:8]=[N:9]2)=[CH:4][CH:3]=1.[F:29][C@H:30]1[CH2:34][CH2:33][N:32]([S:35]([C:38]2[CH:43]=[CH:42][C:41](B3OC(C)(C)C(C)(C)O3)=[CH:40][CH:39]=2)(=[O:37])=[O:36])[CH2:31]1.C(=O)([O-])[O-].[Na+].[Na+]. The catalyst is CN(C=O)C.C1C=CC(P(C2C=CC=CC=2)[C-]2C=CC=C2)=CC=1.C1C=CC(P(C2C=CC=CC=2)[C-]2C=CC=C2)=CC=1.Cl[Pd]Cl.[Fe+2]. The product is [F:28][C:24]1[CH:23]=[C:22]([NH:21][C:19](=[O:20])[CH2:18][C:16]2[NH:15][N:14]=[C:13]([NH:12][C:6]3[C:5]4[C:10](=[CH:11][C:2]([C:41]5[CH:40]=[CH:39][C:38]([S:35]([N:32]6[CH2:33][CH2:34][C@H:30]([F:29])[CH2:31]6)(=[O:37])=[O:36])=[CH:43][CH:42]=5)=[CH:3][CH:4]=4)[N:9]=[CH:8][N:7]=3)[CH:17]=2)[CH:27]=[CH:26][CH:25]=1. The yield is 0.0600. (2) The reactants are [Br:1][C:2]1[CH:3]=[CH:4][C:5]([NH:8][C:9]([C:11]2[CH:16]=[C:15]([O:17][CH3:18])[C:14]([O:19][CH3:20])=[C:13]([O:21][CH3:22])[C:12]=2[N+:23]([O-])=O)=[O:10])=[N:6][CH:7]=1. The catalyst is C(OCC)(=O)C.Cl[Pd](Cl)([P](C1C=CC=CC=1)(C1C=CC=CC=1)C1C=CC=CC=1)[P](C1C=CC=CC=1)(C1C=CC=CC=1)C1C=CC=CC=1. The product is [NH2:23][C:12]1[C:13]([O:21][CH3:22])=[C:14]([O:19][CH3:20])[C:15]([O:17][CH3:18])=[CH:16][C:11]=1[C:9]([NH:8][C:5]1[CH:4]=[CH:3][C:2]([Br:1])=[CH:7][N:6]=1)=[O:10]. The yield is 0.770. (3) The reactants are [CH2:1]([CH:3]1[CH2:7][CH:6]([C:8](OC)=[O:9])[CH2:5][CH:4]1[C:12]([O:14][C:15]([CH3:18])([CH3:17])[CH3:16])=[O:13])[CH3:2].[H-].[H-].[H-].[H-].[Li+].[Al+3]. The catalyst is CCOCC. The product is [CH2:1]([CH:3]1[CH2:7][CH:6]([CH2:8][OH:9])[CH2:5][CH:4]1[C:12]([O:14][C:15]([CH3:16])([CH3:18])[CH3:17])=[O:13])[CH3:2]. The yield is 0.290. (4) The reactants are C(OC([NH:8][C@H:9]([CH2:29][C:30]1[CH:35]=[CH:34][C:33]([O:36][CH3:37])=[CH:32][CH:31]=1)[C:10]([N:12]1[CH2:17][CH2:16][C:15]([CH:23]2[CH2:28][CH2:27][CH2:26][CH2:25][CH2:24]2)([C:18]([O:20][CH2:21][CH3:22])=[O:19])[CH2:14][CH2:13]1)=[O:11])=O)(C)(C)C.[F:38][C:39]([F:44])([F:43])[C:40]([OH:42])=[O:41]. The catalyst is ClCCl. The product is [F:38][C:39]([F:44])([F:43])[C:40]([OH:42])=[O:41].[NH2:8][C@H:9]([CH2:29][C:30]1[CH:35]=[CH:34][C:33]([O:36][CH3:37])=[CH:32][CH:31]=1)[C:10]([N:12]1[CH2:17][CH2:16][C:15]([CH:23]2[CH2:28][CH2:27][CH2:26][CH2:25][CH2:24]2)([C:18]([O:20][CH2:21][CH3:22])=[O:19])[CH2:14][CH2:13]1)=[O:11]. The yield is 0.780. (5) The reactants are [C:1]1([C:8]2[CH:13]=[CH:12][CH:11]=[CH:10][CH:9]=2)[CH:6]=[CH:5][C:4]([NH2:7])=[CH:3][CH:2]=1.[CH2:14]([O:16]C=O)C. No catalyst specified. The product is [C:1]1([C:8]2[CH:13]=[CH:12][CH:11]=[CH:10][CH:9]=2)[CH:2]=[CH:3][C:4]([NH:7][CH:14]=[O:16])=[CH:5][CH:6]=1. The yield is 0.862. (6) The reactants are [C:1]1([C:7]2[CH:12]=[CH:11][CH:10]=[CH:9][C:8]=2[OH:13])[CH:6]=[CH:5][CH:4]=[CH:3][CH:2]=1.[C:14]1(=O)[O:19][C:17](=[O:18])[C:16]2=[CH:20][CH:21]=[CH:22][CH:23]=[C:15]12. No catalyst specified. The product is [OH:13][C:8]1[CH:9]=[CH:10][C:11]([C:14]2([C:11]3[CH:10]=[CH:9][C:8]([OH:13])=[C:7]([C:1]4[CH:6]=[CH:5][CH:4]=[CH:3][CH:2]=4)[CH:12]=3)[C:15]3[C:16](=[CH:20][CH:21]=[CH:22][CH:23]=3)[C:17](=[O:18])[O:19]2)=[CH:12][C:7]=1[C:1]1[CH:2]=[CH:3][CH:4]=[CH:5][CH:6]=1. The yield is 0.940.